Dataset: Reaction yield outcomes from USPTO patents with 853,638 reactions. Task: Predict the reaction yield, written as a fraction of the theoretical maximum amount of product (1.0 means a 100% yield; for example, 0.34 means a 34% yield). The reactants are [CH2:1]([O:3][CH:4]([O:23][CH2:24][CH3:25])[C:5]1[O:13][C:12]2[C:11](B3OC(C)(C)C(C)(C)O3)=[CH:10][N:9]=[CH:8][C:7]=2[CH:6]=1)[CH3:2].Br[C:27]1[CH:28]=[CH:29][C:30]([S:33]([CH3:36])(=[O:35])=[O:34])=[N:31][CH:32]=1.C(=O)([O-])[O-].[Na+].[Na+]. The catalyst is O1CCCC1.O.C1C=CC([P]([Pd]([P](C2C=CC=CC=2)(C2C=CC=CC=2)C2C=CC=CC=2)([P](C2C=CC=CC=2)(C2C=CC=CC=2)C2C=CC=CC=2)[P](C2C=CC=CC=2)(C2C=CC=CC=2)C2C=CC=CC=2)(C2C=CC=CC=2)C2C=CC=CC=2)=CC=1. The product is [CH2:24]([O:23][CH:4]([O:3][CH2:1][CH3:2])[C:5]1[O:13][C:12]2[C:11]([C:27]3[CH:32]=[N:31][C:30]([S:33]([CH3:36])(=[O:35])=[O:34])=[CH:29][CH:28]=3)=[CH:10][N:9]=[CH:8][C:7]=2[CH:6]=1)[CH3:25]. The yield is 0.510.